From a dataset of Forward reaction prediction with 1.9M reactions from USPTO patents (1976-2016). Predict the product of the given reaction. (1) Given the reactants C[O:2][C:3](=[O:20])[CH2:4][C:5]1[C:6]([CH3:19])=[N:7][N:8]([CH2:11][C:12]2[CH:17]=[CH:16][C:15]([NH2:18])=[CH:14][CH:13]=2)[C:9]=1[CH3:10].[F:21][C:22]([F:33])([F:32])[C:23]1[CH:31]=[CH:30][C:26]([C:27](O)=[O:28])=[CH:25][CH:24]=1.C(N(C(C)C)CC)(C)C.CN(C(ON1N=NC2C=CC=CC1=2)=[N+](C)C)C.[B-](F)(F)(F)F.C([O-])([O-])=O.[K+].[K+], predict the reaction product. The product is: [CH3:19][C:6]1[C:5]([CH2:4][C:3]([OH:2])=[O:20])=[C:9]([CH3:10])[N:8]([CH2:11][C:12]2[CH:17]=[CH:16][C:15]([NH:18][C:27](=[O:28])[C:26]3[CH:30]=[CH:31][C:23]([C:22]([F:21])([F:32])[F:33])=[CH:24][CH:25]=3)=[CH:14][CH:13]=2)[N:7]=1. (2) The product is: [CH:13]([NH:1][CH2:2][CH2:3][CH2:4][CH2:5][CH2:6][CH2:7][CH2:8][CH2:9][CH2:10][CH:11]=[CH2:12])=[O:14]. Given the reactants [NH2:1][CH2:2][CH2:3][CH2:4][CH2:5][CH2:6][CH2:7][CH2:8][CH2:9][CH2:10][CH:11]=[CH2:12].[CH:13](OCC)=[O:14], predict the reaction product. (3) Given the reactants [CH2:1]([C:8]1[C:13](=[O:14])[N:12]([C:15]2[CH:20]=[CH:19][CH:18]=[C:17]([C:21]3[CH:26]=[CH:25][C:24]([C:27]([O:29]C)=[O:28])=[CH:23][CH:22]=3)[CH:16]=2)[C:11]2[N:31]=[CH:32][CH:33]=[CH:34][C:10]=2[N:9]=1)[C:2]1[CH:7]=[CH:6][CH:5]=[CH:4][CH:3]=1.[Br-].[Li+].Cl, predict the reaction product. The product is: [CH2:1]([C:8]1[C:13](=[O:14])[N:12]([C:15]2[CH:20]=[CH:19][CH:18]=[C:17]([C:21]3[CH:26]=[CH:25][C:24]([C:27]([OH:29])=[O:28])=[CH:23][CH:22]=3)[CH:16]=2)[C:11]2[N:31]=[CH:32][CH:33]=[CH:34][C:10]=2[N:9]=1)[C:2]1[CH:3]=[CH:4][CH:5]=[CH:6][CH:7]=1. (4) Given the reactants [CH:1]1([C:4]2[N:5]=[CH:6][C:7]([C:15]([OH:17])=O)=[N:8][C:9]=2[O:10][CH2:11][CH:12]2[CH2:14][CH2:13]2)[CH2:3][CH2:2]1.[CH3:18][C:19]([NH2:29])([CH3:28])[CH2:20][CH2:21][C:22]1[CH:27]=[CH:26][N:25]=[CH:24][CH:23]=1, predict the reaction product. The product is: [CH3:28][C:19]([NH:29][C:15]([C:7]1[CH:6]=[N:5][C:4]([CH:1]2[CH2:2][CH2:3]2)=[C:9]([O:10][CH2:11][CH:12]2[CH2:13][CH2:14]2)[N:8]=1)=[O:17])([CH3:18])[CH2:20][CH2:21][C:22]1[CH:23]=[CH:24][N:25]=[CH:26][CH:27]=1. (5) Given the reactants [CH2:1]([N:8]1[C:12]2[CH2:13][CH:14]([OH:16])[CH2:15][C:11]=2[C:10]([C:17]#[N:18])=[N:9]1)[C:2]1[CH:7]=[CH:6][CH:5]=[CH:4][CH:3]=1.[H-].[Na+].[CH2:21](Br)[CH2:22][CH3:23], predict the reaction product. The product is: [CH2:1]([N:8]1[C:12]2[CH2:13][CH:14]([O:16][CH2:21][CH2:22][CH3:23])[CH2:15][C:11]=2[C:10]([C:17]#[N:18])=[N:9]1)[C:2]1[CH:3]=[CH:4][CH:5]=[CH:6][CH:7]=1. (6) Given the reactants [Cl:1][C:2]1[CH:7]=[CH:6][C:5]([NH:8]N=C2CCCCC2=O)=[C:4]([F:17])[CH:3]=1.OS(O)(=O)=O.[C:23]([O-:26])(O)=O.[Na+], predict the reaction product. The product is: [Cl:1][C:2]1[CH:7]=[C:6]2[C:5](=[C:4]([F:17])[CH:3]=1)[NH:8][C:7]1[C:23](=[O:26])[CH2:5][CH2:4][CH2:3][C:2]2=1.